From a dataset of Forward reaction prediction with 1.9M reactions from USPTO patents (1976-2016). Predict the product of the given reaction. (1) Given the reactants [O:1]1[CH2:5][CH2:4][CH2:3][CH:2]1[C:6]1[CH:18]=[CH:17][CH:16]=[CH:15][C:7]=1[O:8][CH2:9][C:10]([O:12]CC)=[O:11].[OH-].[Li+].Cl, predict the reaction product. The product is: [O:1]1[CH2:5][CH2:4][CH2:3][CH:2]1[C:6]1[CH:18]=[CH:17][CH:16]=[CH:15][C:7]=1[O:8][CH2:9][C:10]([OH:12])=[O:11]. (2) Given the reactants [CH:1]1([NH:6][C:7]2[N:15]=[CH:14][N:13]=[C:12]3[C:8]=2[N:9]=[CH:10][N:11]3[C@@H:16]2[CH2:20][C@H:19]([NH:21][C:22](=[O:25])[CH2:23]C)[C@@H:18]([OH:26])[C@H:17]2[OH:27])[CH2:5]C[CH2:3][CH2:2]1.[Cl:28][C:29]1[CH:33]=[CH:32][S:31][C:30]=1N[C@@H](CC)C.[C@@H]1(N2C3N=CN=C(N)C=3N=C2)O[C@H](CO)[C@@H](O)[C@H]1O, predict the reaction product. The product is: [Cl:28][C:29]1[CH:33]=[CH:32][S:31][C:30]=1[CH2:5][C@H:1]([NH:6][C:7]1[N:15]=[CH:14][N:13]=[C:12]2[C:8]=1[N:9]=[CH:10][N:11]2[C@@H:16]1[CH2:20][C@H:19]([NH:21][C:22](=[O:25])[CH3:23])[C@@H:18]([OH:26])[C@H:17]1[OH:27])[CH2:2][CH3:3]. (3) Given the reactants [F:1][C:2]1[CH:7]=[CH:6][C:5]([C:8]2[N:12]=[N:11][N:10]([CH2:13][Si](C)(C)C)[C:9]=2[CH2:18][OH:19])=[CH:4][CH:3]=1.O.[F-].C([N+](CCCC)(CCCC)CCCC)CCC, predict the reaction product. The product is: [F:1][C:2]1[CH:3]=[CH:4][C:5]([C:8]2[N:12]=[N:11][N:10]([CH3:13])[C:9]=2[CH2:18][OH:19])=[CH:6][CH:7]=1. (4) Given the reactants [N:1]1[CH:6]=[CH:5][CH:4]=[CH:3][C:2]=1[NH:7][N:8]=[C:9]1[CH2:13][CH2:12][CH2:11][CH:10]1[C:14]#[N:15].CCO.Cl, predict the reaction product. The product is: [N:1]1[CH:6]=[CH:5][CH:4]=[CH:3][C:2]=1[N:7]1[C:14]([NH2:15])=[C:10]2[CH2:11][CH2:12][CH2:13][C:9]2=[N:8]1. (5) Given the reactants [N:1]12[CH2:8][CH2:7][CH:4]([CH2:5][CH2:6]1)[C@@H:3]([O:9][C:10]1[N:15]=[CH:14][C:13]([C:16]3[CH:24]=[CH:23][CH:22]=[C:21]4[C:17]=3[CH:18]=[CH:19][NH:20]4)=[CH:12][N:11]=1)[CH2:2]2.[C:25]([OH:32])(=[O:31])/[CH:26]=[CH:27]/[C:28]([OH:30])=[O:29], predict the reaction product. The product is: [C:25]([OH:32])(=[O:31])/[CH:26]=[CH:27]/[C:28]([OH:30])=[O:29].[N:1]12[CH2:6][CH2:5][CH:4]([CH2:7][CH2:8]1)[C@@H:3]([O:9][C:10]1[N:15]=[CH:14][C:13]([C:16]3[CH:24]=[CH:23][CH:22]=[C:21]4[C:17]=3[CH:18]=[CH:19][NH:20]4)=[CH:12][N:11]=1)[CH2:2]2. (6) Given the reactants [NH2:1][C:2]1[CH:9]=[CH:8][C:5]([C:6]#[N:7])=[CH:4][CH:3]=1.[CH:10]1([CH:13]=O)[CH2:12][CH2:11]1.[CH:15](/[NH:18][C:19](=[O:28])[O:20][CH2:21][C:22]1[CH:27]=[CH:26][CH:25]=[CH:24][CH:23]=1)=[CH:16]\[CH3:17], predict the reaction product. The product is: [C:6]([C:5]1[CH:4]=[C:3]2[C:2](=[CH:9][CH:8]=1)[NH:1][C@@H:13]([CH:10]1[CH2:11][CH2:12]1)[C@H:16]([CH3:17])[C@H:15]2[NH:18][C:19](=[O:28])[O:20][CH2:21][C:22]1[CH:23]=[CH:24][CH:25]=[CH:26][CH:27]=1)#[N:7]. (7) Given the reactants [F:1][C:2]1[CH:3]=[C:4]([CH2:9][C:10]([NH:12][C@H:13]([C:15]([OH:17])=O)[CH3:14])=[O:11])[CH:5]=[C:6]([F:8])[CH:7]=1.[NH2:18][CH:19]1[C:28]2[C:23](=[CH:24][CH:25]=[CH:26][CH:27]=2)[CH:22]([CH2:29][C:30]2[CH:35]=[CH:34][CH:33]=[CH:32][CH:31]=2)[NH:21][C:20]1=[O:36], predict the reaction product. The product is: [F:8][C:6]1[CH:5]=[C:4]([CH2:9][C:10]([NH:12][C@H:13]([C:15]([NH:18][CH:19]2[C:28]3[C:23](=[CH:24][CH:25]=[CH:26][CH:27]=3)[CH:22]([CH2:29][C:30]3[CH:35]=[CH:34][CH:33]=[CH:32][CH:31]=3)[NH:21][C:20]2=[O:36])=[O:17])[CH3:14])=[O:11])[CH:3]=[C:2]([F:1])[CH:7]=1.